Dataset: Full USPTO retrosynthesis dataset with 1.9M reactions from patents (1976-2016). Task: Predict the reactants needed to synthesize the given product. (1) Given the product [CH3:1][O:2][C:3]1[CH:8]=[CH:7][C:6]2[N:5]([C:13]([C:11]([O:10][CH3:9])=[O:12])=[C:14]([C:15]([O:17][CH3:18])=[O:16])[C:13]=2[C:11]([O:10][CH3:9])=[O:12])[N:4]=1, predict the reactants needed to synthesize it. The reactants are: [CH3:1][O:2][C:3]1[N:4]=[N:5][CH:6]=[CH:7][CH:8]=1.[CH3:9][O:10][C:11]([C:13]#[C:14][C:15]([O:17][CH3:18])=[O:16])=[O:12]. (2) Given the product [O:15]1[CH2:20][CH2:19][CH2:18][CH2:17][CH:16]1[O:1][CH2:2][C@H:3]1[CH2:8][CH2:7][CH2:6][C@@H:5]([C:9]([O:11][CH:12]([CH3:14])[CH3:13])=[O:10])[CH2:4]1, predict the reactants needed to synthesize it. The reactants are: [OH:1][CH2:2][C@H:3]1[CH2:8][CH2:7][CH2:6][C@@H:5]([C:9]([O:11][CH:12]([CH3:14])[CH3:13])=[O:10])[CH2:4]1.[O:15]1[CH:20]=[CH:19][CH2:18][CH2:17][CH2:16]1.O.C1(C)C(S(O)(=O)=O)=CC=CC=1.C(=O)(O)[O-].[Na+].